Dataset: Full USPTO retrosynthesis dataset with 1.9M reactions from patents (1976-2016). Task: Predict the reactants needed to synthesize the given product. Given the product [F:1][C:2]1[C:7]([C:15](=[O:16])[C:14]([F:25])([F:24])[F:13])=[C:6]([F:9])[C:5]([F:10])=[C:4]([F:11])[C:3]=1[F:12], predict the reactants needed to synthesize it. The reactants are: [F:1][C:2]1[C:7](Cl)=[C:6]([F:9])[C:5]([F:10])=[C:4]([F:11])[C:3]=1[F:12].[F:13][C:14]([F:25])([F:24])[C:15](O[C:15](=[O:16])[C:14]([F:25])([F:24])[F:13])=[O:16].